The task is: Predict the product of the given reaction.. This data is from Forward reaction prediction with 1.9M reactions from USPTO patents (1976-2016). (1) Given the reactants [O:1]1[CH2:6][CH2:5][CH2:4][CH2:3][CH:2]1[O:7][CH:8]1[CH2:13][NH:12][C:11](=[O:14])[N:10]2[C:15]3[N:21]=[CH:20][CH:19]=[CH:18][C:16]=3[CH:17]=[C:9]12.Cl[C:23](Cl)([O:25]C(=O)OC(Cl)(Cl)Cl)Cl.NCC(C1NC2C(C=1)=C(OC)C=CN=2)OC1CCCCO1.CCN(C(C)C)C(C)C, predict the reaction product. The product is: [O:1]1[CH2:6][CH2:5][CH2:4][CH2:3][CH:2]1[O:7][CH:8]1[CH2:13][NH:12][C:11](=[O:14])[N:10]2[C:15]3[N:21]=[CH:20][CH:19]=[C:18]([O:25][CH3:23])[C:16]=3[CH:17]=[C:9]12. (2) Given the reactants [C:1]([CH2:3][C:4]1([N:15]2[CH:19]=[C:18]([C:20]3[C:21]4[CH:28]=[CH:27][N:26]([CH2:29][O:30][C:31](=[O:36])[C:32]([CH3:35])([CH3:34])[CH3:33])[C:22]=4[N:23]=[N:24][CH:25]=3)[CH:17]=[N:16]2)[CH2:7][N:6](C(OC(C)(C)C)=O)[CH2:5]1)#[N:2].FC(F)(F)C(O)=O.C(N(CC)CC)C, predict the reaction product. The product is: [C:31]([O:30][CH2:29][N:26]1[C:22]2[N:23]=[N:24][CH:25]=[C:20]([C:18]3[CH:17]=[N:16][N:15]([C:4]4([CH2:3][C:1]#[N:2])[CH2:5][NH:6][CH2:7]4)[CH:19]=3)[C:21]=2[CH:28]=[CH:27]1)(=[O:36])[C:32]([CH3:35])([CH3:34])[CH3:33]. (3) Given the reactants [CH3:1][C:2]1[C:10]([N+:11]([O-:13])=[O:12])=[CH:9][C:8]([F:14])=[CH:7][C:3]=1[C:4]([OH:6])=[O:5].CI.[C:17](=O)([O-])[O-].[K+].[K+], predict the reaction product. The product is: [CH3:17][O:5][C:4](=[O:6])[C:3]1[CH:7]=[C:8]([F:14])[CH:9]=[C:10]([N+:11]([O-:13])=[O:12])[C:2]=1[CH3:1]. (4) Given the reactants [NH2:1][C:2]1[S:3][C:4]2[CH2:18][C:17]([CH3:20])([OH:19])[CH2:16][CH2:15][C:5]=2[C:6]=1[C:7]1[O:11][N:10]=[C:9]([CH:12]2[CH2:14][CH2:13]2)[N:8]=1.[C:21]12[C:30](=[O:31])[O:29][C:27](=[O:28])[C:22]=1[CH2:23][CH2:24][CH2:25][CH2:26]2, predict the reaction product. The product is: [CH:12]1([C:9]2[N:8]=[C:7]([C:6]3[C:5]4[CH2:15][CH2:16][C:17]([OH:19])([CH3:20])[CH2:18][C:4]=4[S:3][C:2]=3[NH:1][C:30]([C:21]3[CH2:26][CH2:25][CH2:24][CH2:23][C:22]=3[C:27]([OH:29])=[O:28])=[O:31])[O:11][N:10]=2)[CH2:13][CH2:14]1. (5) Given the reactants [OH:1][CH2:2][CH2:3][CH:4]1[CH2:9][CH2:8][CH2:7][CH2:6][NH:5]1.[OH-].[Na+].[C:12]([O:16][C:17](O[C:17]([O:16][C:12]([CH3:15])([CH3:14])[CH3:13])=[O:18])=[O:18])([CH3:15])([CH3:14])[CH3:13], predict the reaction product. The product is: [C:12]([O:16][C:17]([N:5]1[CH2:6][CH2:7][CH2:8][CH2:9][CH:4]1[CH2:3][CH2:2][OH:1])=[O:18])([CH3:15])([CH3:14])[CH3:13]. (6) Given the reactants [CH3:1][C:2]1[C:3]([C:22]2[CH:27]=[CH:26][CH:25]=[CH:24][CH:23]=2)=[C:4]([O:14][C:15]2[CH:21]=[CH:20][C:18]([NH2:19])=[CH:17][CH:16]=2)[C:5]2[C:10]([CH:11]=1)=[CH:9][C:8]([O:12][CH3:13])=[CH:7][CH:6]=2.CCN(CC)CC.[CH2:35]([S:37](Cl)(=[O:39])=[O:38])[CH3:36], predict the reaction product. The product is: [CH3:13][O:12][C:8]1[CH:9]=[C:10]2[C:5](=[CH:6][CH:7]=1)[C:4]([O:14][C:15]1[CH:21]=[CH:20][C:18]([NH:19][S:37]([CH2:35][CH3:36])(=[O:39])=[O:38])=[CH:17][CH:16]=1)=[C:3]([C:22]1[CH:27]=[CH:26][CH:25]=[CH:24][CH:23]=1)[C:2]([CH3:1])=[CH:11]2. (7) Given the reactants C([O:3][C:4](=[O:34])[CH2:5][NH:6][C:7]([C:9]1[C:14](=[O:15])[N:13]([CH2:16][C:17]2[CH:22]=[CH:21][C:20]([C:23]([F:26])([F:25])[F:24])=[CH:19][C:18]=2[F:27])[C:12]([OH:28])=[C:11]([C:29](OC)=[O:30])[C:10]=1[OH:33])=[O:8])C.[NH2:35][CH2:36][C:37]1[CH:42]=[CH:41][C:40]([OH:43])=[C:39]([O:44][CH3:45])[CH:38]=1.[OH-].[Na+], predict the reaction product. The product is: [F:27][C:18]1[CH:19]=[C:20]([C:23]([F:24])([F:26])[F:25])[CH:21]=[CH:22][C:17]=1[CH2:16][N:13]1[C:12]([OH:28])=[C:11]([C:29]([NH:35][CH2:36][C:37]2[CH:42]=[CH:41][C:40]([OH:43])=[C:39]([O:44][CH3:45])[CH:38]=2)=[O:30])[C:10]([OH:33])=[C:9]([C:7]([NH:6][CH2:5][C:4]([OH:3])=[O:34])=[O:8])[C:14]1=[O:15]. (8) The product is: [CH3:18][C@H:19]1[NH:20][C@@H:21]([CH3:25])[CH2:22][N:23]([C:2]2[C:3]([N+:9]([O-:11])=[O:10])=[C:4]([CH:6]=[CH:7][CH:8]=2)[NH2:5])[CH2:24]1. Given the reactants Cl[C:2]1[C:3]([N+:9]([O-:11])=[O:10])=[C:4]([CH:6]=[CH:7][CH:8]=1)[NH2:5].C(=O)([O-])[O-].[K+].[K+].[CH3:18][C@H:19]1[CH2:24][NH:23][CH2:22][C@@H:21]([CH3:25])[NH:20]1, predict the reaction product.